From a dataset of Forward reaction prediction with 1.9M reactions from USPTO patents (1976-2016). Predict the product of the given reaction. (1) Given the reactants C[Si](C)(C)[C:3]1[S:4][CH:5]=[CH:6][N:7]=1.[C:10]([O:14][C:15](C1CCC(C=O)CC1)=[O:16])([CH3:13])([CH3:12])[CH3:11].CC[CH2:27][CH2:28][N+:29](CCCC)(CCCC)CCCC.[F-].[CH2:43]1[CH2:47][O:46][CH2:45][CH2:44]1, predict the reaction product. The product is: [C:10]([O:14][C:15]([N:29]1[CH2:45][CH2:44][CH:43]([CH:47]([OH:46])[C:3]2[S:4][CH:5]=[CH:6][N:7]=2)[CH2:27][CH2:28]1)=[O:16])([CH3:11])([CH3:12])[CH3:13]. (2) Given the reactants C([O:8][C@H:9]1[C@H:13]2[O:14][CH2:15][C@:10]1([CH2:32][O:33]CC1C=CC=CC=1)[O:11][C@H:12]2[N:16]1[CH:31]=[CH:30][C:20]([NH:21]C(=O)C2C=CC=CC=2)=[N:19][C:17]1=[O:18])C1C=CC=CC=1.C1CC=CCC=1, predict the reaction product. The product is: [OH:8][C@H:9]1[C@H:13]2[O:14][CH2:15][C@:10]1([CH2:32][OH:33])[O:11][C@H:12]2[N:16]1[CH:31]=[CH:30][C:20]([NH2:21])=[N:19][C:17]1=[O:18]. (3) Given the reactants [C:9](O[C:9]([O:11][C:12]([CH3:15])([CH3:14])[CH3:13])=[O:10])([O:11][C:12]([CH3:15])([CH3:14])[CH3:13])=[O:10].[N+:16]([C:19]1[CH:20]=[C:21]2[C:25](=[CH:26][CH:27]=1)[NH:24][N:23]=[C:22]2[C:28]1[CH:33]=[CH:32][CH:31]=[CH:30][CH:29]=1)([O-:18])=[O:17].C(N(CC)CC)C.O, predict the reaction product. The product is: [C:12]([O:11][C:9]([N:24]1[C:25]2[C:21](=[CH:20][C:19]([N+:16]([O-:18])=[O:17])=[CH:27][CH:26]=2)[C:22]([C:28]2[CH:33]=[CH:32][CH:31]=[CH:30][CH:29]=2)=[N:23]1)=[O:10])([CH3:13])([CH3:14])[CH3:15]. (4) Given the reactants [BH4-].[Na+].[C:3]([C:5](=[CH:9][C:10]1[CH:15]=[CH:14][C:13]([O:16][CH3:17])=[CH:12][C:11]=1[CH3:18])[C:6]([OH:8])=[O:7])#[N:4].C(=O)(O)[O-].[Na+].Cl, predict the reaction product. The product is: [C:3]([CH:5]([CH2:9][C:10]1[CH:15]=[CH:14][C:13]([O:16][CH3:17])=[CH:12][C:11]=1[CH3:18])[C:6]([OH:8])=[O:7])#[N:4]. (5) The product is: [Cl:8][C:7]1[C:2]([Cl:1])=[C:3]([CH2:10][CH2:11][C:12](=[O:13])[C:14]2[O:15][C:16]([C:19]3[CH:24]=[CH:23][C:22]([C:25]([F:27])([F:28])[F:26])=[CH:21][CH:20]=3)=[CH:17][CH:18]=2)[CH:4]=[CH:5][C:6]=1[O:9][C:30]([CH3:39])([CH3:38])[C:31]([O:33][C:34]([CH3:37])([CH3:36])[CH3:35])=[O:32]. Given the reactants [Cl:1][C:2]1[C:7]([Cl:8])=[C:6]([OH:9])[CH:5]=[CH:4][C:3]=1[CH2:10][CH2:11][C:12]([C:14]1[O:15][C:16]([C:19]2[CH:24]=[CH:23][C:22]([C:25]([F:28])([F:27])[F:26])=[CH:21][CH:20]=2)=[CH:17][CH:18]=1)=[O:13].Br[C:30]([CH3:39])([CH3:38])[C:31]([O:33][C:34]([CH3:37])([CH3:36])[CH3:35])=[O:32], predict the reaction product. (6) Given the reactants [F:1][C:2]1[CH:7]=[CH:6][C:5]([CH:8]2[CH2:12][CH2:11][CH2:10][C:9]2=[O:13])=[CH:4][CH:3]=1.[C:14](Cl)([N:16]=[C:17]=[O:18])=[O:15], predict the reaction product. The product is: [F:1][C:2]1[CH:3]=[CH:4][C:5]([CH:8]2[C:9]3[O:13][C:17](=[O:18])[NH:16][C:14](=[O:15])[C:10]=3[CH2:11][CH2:12]2)=[CH:6][CH:7]=1.